This data is from TCR-epitope binding with 47,182 pairs between 192 epitopes and 23,139 TCRs. The task is: Binary Classification. Given a T-cell receptor sequence (or CDR3 region) and an epitope sequence, predict whether binding occurs between them. (1) The epitope is MPASWVMRI. The TCR CDR3 sequence is CASSSPNSRTGPETQYF. Result: 1 (the TCR binds to the epitope). (2) The epitope is KEIDRLNEV. The TCR CDR3 sequence is CASTLPGQGMNTGELFF. Result: 1 (the TCR binds to the epitope). (3) The epitope is RILGAGCFV. The TCR CDR3 sequence is CASSLYPAGTGFGYTF. Result: 0 (the TCR does not bind to the epitope).